From a dataset of Forward reaction prediction with 1.9M reactions from USPTO patents (1976-2016). Predict the product of the given reaction. (1) Given the reactants Br[C:2]1[CH:3]=[C:4]([CH:9]=[CH:10][CH:11]=1)[C:5]([O:7][CH3:8])=[O:6].Cl.[F:13][C:14]1([F:20])[CH2:19][CH2:18][NH:17][CH2:16][CH2:15]1.C1(P(C2C=CC=CC=2)C2C3OC4C(=CC=CC=4P(C4C=CC=CC=4)C4C=CC=CC=4)C(C)(C)C=3C=CC=2)C=CC=CC=1.C(=O)([O-])[O-].[Cs+].[Cs+], predict the reaction product. The product is: [F:13][C:14]1([F:20])[CH2:19][CH2:18][N:17]([C:2]2[CH:3]=[C:4]([CH:9]=[CH:10][CH:11]=2)[C:5]([O:7][CH3:8])=[O:6])[CH2:16][CH2:15]1. (2) The product is: [C:30]([N:22]1[C@H:18]([CH2:17][O:16][C:14]2[CH:13]=[C:12]([O:24][CH3:25])[CH:11]=[C:10]3[C:15]=2[C:6]([NH:5][C:4]2[CH:26]=[CH:27][C:28]([F:29])=[C:2]([Cl:1])[CH:3]=2)=[N:7][CH:8]=[N:9]3)[CH2:19][C@@H:20]([OH:23])[CH2:21]1)(=[O:32])[CH3:31]. Given the reactants [Cl:1][C:2]1[CH:3]=[C:4]([CH:26]=[CH:27][C:28]=1[F:29])[NH:5][C:6]1[C:15]2[C:10](=[CH:11][C:12]([O:24][CH3:25])=[CH:13][C:14]=2[O:16][CH2:17][C@H:18]2[NH:22][CH2:21][C@H:20]([OH:23])[CH2:19]2)[N:9]=[CH:8][N:7]=1.[C:30](O)(=[O:32])[CH3:31], predict the reaction product. (3) Given the reactants [NH2:1][C:2]([CH3:14])([CH3:13])[CH2:3][C:4]1[CH:9]=[CH:8][C:7]([N:10]([CH3:12])[CH3:11])=[CH:6][CH:5]=1.[C:15]([O:19][C:20]1[CH:21]=[C:22]([C@H:33]([OH:40])[CH2:34]OS(C)(=O)=O)[C:23]2[S:27][C:26]([O:28][CH:29]([CH3:31])[CH3:30])=[N:25][C:24]=2[CH:32]=1)([CH3:18])([CH3:17])[CH3:16], predict the reaction product. The product is: [C:15]([O:19][C:20]1[CH:21]=[C:22]([C@H:33]([OH:40])[CH2:34][NH:1][C:2]([CH3:14])([CH3:13])[CH2:3][C:4]2[CH:9]=[CH:8][C:7]([N:10]([CH3:11])[CH3:12])=[CH:6][CH:5]=2)[C:23]2[S:27][C:26]([O:28][CH:29]([CH3:30])[CH3:31])=[N:25][C:24]=2[CH:32]=1)([CH3:16])([CH3:18])[CH3:17].